From a dataset of Forward reaction prediction with 1.9M reactions from USPTO patents (1976-2016). Predict the product of the given reaction. (1) Given the reactants [CH3:1][O:2][C:3]1[CH:8]=[CH:7][CH:6]=[CH:5][C:4]=1[C:9]1[C:17]2[C:12](=[N:13][CH:14]=[C:15](B3OC(C)(C)C(C)(C)O3)[CH:16]=2)[N:11]([CH2:27][O:28][CH2:29][CH2:30][Si:31]([CH3:34])([CH3:33])[CH3:32])[N:10]=1.Br[C:36]1[CH:37]=[C:38]([CH:44]=[CH:45][CH:46]=1)[CH:39]([OH:43])[C:40]([OH:42])=[O:41].C1COCC1.C(=O)([O-])[O-].[Na+].[Na+], predict the reaction product. The product is: [OH:43][CH:39]([C:38]1[CH:44]=[CH:45][CH:46]=[C:36]([C:15]2[CH:16]=[C:17]3[C:9]([C:4]4[CH:5]=[CH:6][CH:7]=[CH:8][C:3]=4[O:2][CH3:1])=[N:10][N:11]([CH2:27][O:28][CH2:29][CH2:30][Si:31]([CH3:34])([CH3:33])[CH3:32])[C:12]3=[N:13][CH:14]=2)[CH:37]=1)[C:40]([OH:42])=[O:41]. (2) Given the reactants C(OC([NH:8][CH2:9][CH2:10][C:11]([N:13]1[CH2:25][CH2:24][C:23]2[C:22]3[C:17](=[CH:18][CH:19]=[C:20]([Cl:26])[CH:21]=3)[NH:16][C:15]=2[CH:14]1[C:27]1[CH:32]=[CH:31][CH:30]=[C:29]([OH:33])[CH:28]=1)=[O:12])=O)(C)(C)C.Cl.O1CCOCC1, predict the reaction product. The product is: [NH2:8][CH2:9][CH2:10][C:11]([N:13]1[CH2:25][CH2:24][C:23]2[C:22]3[C:17](=[CH:18][CH:19]=[C:20]([Cl:26])[CH:21]=3)[NH:16][C:15]=2[CH:14]1[C:27]1[CH:28]=[C:29]([OH:33])[CH:30]=[CH:31][CH:32]=1)=[O:12]. (3) Given the reactants [C:1]([O:5][C@@H:6]([C:12]1[C:31]([CH3:32])=[CH:30][C:15]2[N:16]=[C:17]([C:19]3[CH:27]=[C:26]4C([C:23]([CH3:29])=[N:24][N:25]4C)=[CH:21][CH:20]=3)[S:18][C:14]=2[C:13]=1[C:33]1[CH:38]=[CH:37][C:36]([Cl:39])=[CH:35][CH:34]=1)[C:7]([O:9][CH2:10][CH3:11])=[O:8])([CH3:4])([CH3:3])[CH3:2].CC1N2C=CC(B(O)O)=CC2=N[N:42]=1, predict the reaction product. The product is: [C:1]([O:5][C@@H:6]([C:12]1[C:31]([CH3:32])=[CH:30][C:15]2[N:16]=[C:17]([C:19]3[CH:20]=[CH:21][N:42]4[C:23]([CH3:29])=[N:24][N:25]=[C:26]4[CH:27]=3)[S:18][C:14]=2[C:13]=1[C:33]1[CH:34]=[CH:35][C:36]([Cl:39])=[CH:37][CH:38]=1)[C:7]([O:9][CH2:10][CH3:11])=[O:8])([CH3:4])([CH3:3])[CH3:2]. (4) Given the reactants Br[CH2:2][C:3]1[CH:4]=[CH:5][C:6]([C:9]2[CH:16]=[CH:15][CH:14]=[CH:13][C:10]=2[C:11]#[N:12])=[N:7][CH:8]=1.[O:17]=[C:18]([CH2:24][CH2:25][CH2:26][CH3:27])[CH2:19][C:20]([O:22][CH3:23])=[O:21].C(N(C(C)C)CC)(C)C.[Cl-].[Li+], predict the reaction product. The product is: [C:11]([C:10]1[CH:13]=[CH:14][CH:15]=[CH:16][C:9]=1[C:6]1[N:7]=[CH:8][C:3]([CH2:2][CH:19]([C:18](=[O:17])[CH2:24][CH2:25][CH2:26][CH3:27])[C:20]([O:22][CH3:23])=[O:21])=[CH:4][CH:5]=1)#[N:12]. (5) Given the reactants [F:1][C:2]1[CH:3]=[C:4]([CH:22]=[CH:23][C:24]=1[F:25])[CH2:5][O:6][C:7]1[CH:16]=[C:15]2[C:10]([CH:11]=[C:12]([C:17](OCC)=[O:18])[CH:13]=[N:14]2)=[N:9][CH:8]=1.OC1C=C2C(C=C(C(OCC)=O)C=N2)=NC=1.C([O-])([O-])=O.[Cs+].[Cs+].FC1C=C(C=CC=1F)CBr, predict the reaction product. The product is: [F:1][C:2]1[CH:3]=[C:4]([CH:22]=[CH:23][C:24]=1[F:25])[CH2:5][O:6][C:7]1[CH:16]=[C:15]2[C:10]([CH:11]=[C:12]([CH2:17][OH:18])[CH:13]=[N:14]2)=[N:9][CH:8]=1.